Dataset: HIV replication inhibition screening data with 41,000+ compounds from the AIDS Antiviral Screen. Task: Binary Classification. Given a drug SMILES string, predict its activity (active/inactive) in a high-throughput screening assay against a specified biological target. (1) The compound is CC(=O)C(=Cc1ccc(N(C)C)cc1)C(C)=O. The result is 0 (inactive). (2) The molecule is COC(=O)C(Cc1nc2ccccc2nc1O)C(=O)C(=O)Nc1cc(C(F)(F)F)ccc1Cl. The result is 0 (inactive). (3) The compound is CCCC1(CCCNC(=O)c2ccccc2)OCc2ccccc2CO1. The result is 0 (inactive). (4) The result is 0 (inactive). The compound is CCCCC(C(=O)O)C1=CCCCC1. (5) The compound is Cc1oc(C)c2c1C(=O)c1ccccc1C2=O. The result is 0 (inactive). (6) The drug is COC(=O)Nc1cn2ccc(Sc3ccccc3)cc2n1. The result is 0 (inactive). (7) The compound is Cc1cc(C)n(-c2ccnc3cc(Cl)ccc23)n1. The result is 0 (inactive).